Predict the reactants needed to synthesize the given product. From a dataset of Full USPTO retrosynthesis dataset with 1.9M reactions from patents (1976-2016). (1) Given the product [Cl:19][C:18]1[C:4]2[N:3]=[C:2]([NH:33][C:30]3[CH:31]=[N:32][C:27]([O:26][CH3:25])=[CH:28][C:29]=3[CH3:34])[N:6]([CH2:7][CH2:8][CH2:9][C:10]([O:12][CH2:13][CH3:14])=[O:11])[C:5]=2[C:15]([CH:20]([CH2:23][CH3:24])[CH2:21][CH3:22])=[CH:16][CH:17]=1, predict the reactants needed to synthesize it. The reactants are: Cl[C:2]1[N:6]([CH2:7][CH2:8][CH2:9][C:10]([O:12][CH2:13][CH3:14])=[O:11])[C:5]2[C:15]([CH:20]([CH2:23][CH3:24])[CH2:21][CH3:22])=[CH:16][CH:17]=[C:18]([Cl:19])[C:4]=2[N:3]=1.[CH3:25][O:26][C:27]1[N:32]=[CH:31][C:30]([NH2:33])=[C:29]([CH3:34])[CH:28]=1.O.C1(C)C=CC(S(O)(=O)=O)=CC=1. (2) Given the product [CH3:24][C:22]1[CH:23]=[CH:2][CH:3]=[C:4]([CH3:25])[C:5]=1[O:6][C:7]1[C:12]([CH3:13])=[C:11]([NH:15][CH:16]([CH2:19][CH3:20])[CH2:17][CH3:18])[CH:10]=[C:9]([CH3:21])[N:8]=1, predict the reactants needed to synthesize it. The reactants are: Br[C:2]1[CH:23]=[C:22]([CH3:24])[C:5]([O:6][C:7]2[C:12]([CH2:13]O)=[C:11]([NH:15][CH:16]([CH2:19][CH3:20])[CH2:17][CH3:18])[CH:10]=[C:9]([CH3:21])[N:8]=2)=[C:4]([CH3:25])[CH:3]=1.[H-].[Al+3].[Li+].[H-].[H-].[H-]. (3) Given the product [CH3:10][C:8]1[N:9]=[C:5]([NH:4][C:1](=[O:3])[CH3:2])[S:6][C:7]=1[C:12]1[CH:17]=[CH:16][N:15]=[C:14]([C:18]([CH3:21])([CH3:20])[CH3:19])[CH:13]=1, predict the reactants needed to synthesize it. The reactants are: [C:1]([NH:4][C:5]1[S:6][CH:7]=[C:8]([CH3:10])[N:9]=1)(=[O:3])[CH3:2].Cl[C:12]1[CH:17]=[CH:16][N:15]=[C:14]([C:18]([CH3:21])([CH3:20])[CH3:19])[CH:13]=1.F[B-](F)(F)F.C([PH+](C(C)(C)C)C(C)(C)C)(C)(C)C.C(=O)([O-])[O-].[Cs+].[Cs+]. (4) Given the product [CH3:1][N:2]1[CH:6]=[C:5]([NH:7][C:35]([C:33]2[N:34]=[C:30]([C:28]3[CH:27]=[CH:26][N:25]=[C:24]([N:23]([CH2:49][C:50]([F:52])([F:51])[F:53])[C:21](=[O:22])[O:20][C:16]([CH3:19])([CH3:18])[CH3:17])[CH:29]=3)[O:31][CH:32]=2)=[O:36])[C:4]([N:10]2[CH2:14][CH2:13][O:12][C:11]2=[O:15])=[N:3]1, predict the reactants needed to synthesize it. The reactants are: [CH3:1][N:2]1[CH:6]=[C:5]([N+:7]([O-])=O)[C:4]([N:10]2[CH2:14][CH2:13][O:12][C:11]2=[O:15])=[N:3]1.[C:16]([O:20][C:21]([N:23]([CH2:49][C:50]([F:53])([F:52])[F:51])[C:24]1[CH:29]=[C:28]([C:30]2[O:31][CH:32]=[C:33]([C:35](OC3C(F)=C(F)C(F)=C(F)C=3F)=[O:36])[N:34]=2)[CH:27]=[CH:26][N:25]=1)=[O:22])([CH3:19])([CH3:18])[CH3:17].C(N(CC)CC)C. (5) The reactants are: [CH3:1][O:2][C:3]1[C:8]([C:9]#[N:10])=[CH:7][C:6](B2OC(C)(C)C(C)(C)O2)=[CH:5][N:4]=1.O.O.P([O-])([O-])([O-])=O.[K+].[K+].[K+].Br[C:31]1[N:36]=[C:35]2[N:37]([CH3:46])[N:38]=[C:39]([C:40]3[CH:45]=[CH:44][CH:43]=[CH:42][CH:41]=3)[C:34]2=[C:33]([C:47]([F:50])([F:49])[F:48])[CH:32]=1.ClCCl.CCCCC. Given the product [CH3:1][O:2][C:3]1[C:8]([C:9]#[N:10])=[CH:7][C:6]([C:31]2[N:36]=[C:35]3[N:37]([CH3:46])[N:38]=[C:39]([C:40]4[CH:45]=[CH:44][CH:43]=[CH:42][CH:41]=4)[C:34]3=[C:33]([C:47]([F:48])([F:49])[F:50])[CH:32]=2)=[CH:5][N:4]=1, predict the reactants needed to synthesize it. (6) Given the product [CH2:2]([N:1]1[CH2:6][CH2:5][C:4](=[O:7])[CH2:3][CH2:2]1)[CH2:3][CH2:4][CH3:5], predict the reactants needed to synthesize it. The reactants are: [NH:1]1[CH2:6][CH2:5][C:4](=[O:7])[CH2:3][CH2:2]1. (7) Given the product [CH:14]1[C:9]2=[C:25]3[C:26](=[C:31]([NH2:32])[N:15]=[C:10]2[N:11]=[CH:12][CH:13]=1)[N:27]=[CH:28][CH:29]=[CH:30]3, predict the reactants needed to synthesize it. The reactants are: CC1(C)C(C)(C)OB([C:9]2[C:10]([NH:15]C(=O)OC(C)(C)C)=[N:11][CH:12]=[CH:13][CH:14]=2)O1.Br[C:25]1[C:26]([C:31]#[N:32])=[N:27][CH:28]=[CH:29][CH:30]=1.C(=O)([O-])[O-].[Na+].[Na+].